Dataset: NCI-60 drug combinations with 297,098 pairs across 59 cell lines. Task: Regression. Given two drug SMILES strings and cell line genomic features, predict the synergy score measuring deviation from expected non-interaction effect. (1) Drug 1: C1=CC(=CC=C1CCC2=CNC3=C2C(=O)NC(=N3)N)C(=O)NC(CCC(=O)O)C(=O)O. Drug 2: C(=O)(N)NO. Cell line: OVCAR-5. Synergy scores: CSS=12.3, Synergy_ZIP=-0.735, Synergy_Bliss=-0.654, Synergy_Loewe=-32.1, Synergy_HSA=-1.74. (2) Cell line: SF-295. Synergy scores: CSS=9.91, Synergy_ZIP=-2.80, Synergy_Bliss=-0.714, Synergy_Loewe=-0.769, Synergy_HSA=0.166. Drug 2: C1C(C(OC1N2C=NC(=NC2=O)N)CO)O. Drug 1: CN1CCC(CC1)COC2=C(C=C3C(=C2)N=CN=C3NC4=C(C=C(C=C4)Br)F)OC. (3) Drug 2: CC1C(C(=O)NC(C(=O)N2CCCC2C(=O)N(CC(=O)N(C(C(=O)O1)C(C)C)C)C)C(C)C)NC(=O)C3=C4C(=C(C=C3)C)OC5=C(C(=O)C(=C(C5=N4)C(=O)NC6C(OC(=O)C(N(C(=O)CN(C(=O)C7CCCN7C(=O)C(NC6=O)C(C)C)C)C)C(C)C)C)N)C. Synergy scores: CSS=2.22, Synergy_ZIP=1.52, Synergy_Bliss=2.84, Synergy_Loewe=-1.60, Synergy_HSA=-1.16. Drug 1: C1=CC(=CC=C1CC(C(=O)O)N)N(CCCl)CCCl.Cl. Cell line: TK-10. (4) Drug 1: CN(CC1=CN=C2C(=N1)C(=NC(=N2)N)N)C3=CC=C(C=C3)C(=O)NC(CCC(=O)O)C(=O)O. Drug 2: CC1=C(C=C(C=C1)C(=O)NC2=CC(=CC(=C2)C(F)(F)F)N3C=C(N=C3)C)NC4=NC=CC(=N4)C5=CN=CC=C5. Cell line: MDA-MB-435. Synergy scores: CSS=2.73, Synergy_ZIP=-1.16, Synergy_Bliss=-0.775, Synergy_Loewe=0.235, Synergy_HSA=-0.778.